This data is from Full USPTO retrosynthesis dataset with 1.9M reactions from patents (1976-2016). The task is: Predict the reactants needed to synthesize the given product. (1) Given the product [OH:49][CH2:46][C:47]#[C:48][C:26]1[CH:27]=[C:28]2[C:33]3=[C:34]([CH2:36][C:37]([CH3:39])([CH3:38])[N:32]3[CH:31]=[C:30]([C:40]([O:42][CH2:43][CH3:44])=[O:41])[C:29]2=[O:45])[CH:35]=1, predict the reactants needed to synthesize it. The reactants are: C1(P(C2C=CC=CC=2)C2C=CC=CC=2)C=CC=CC=1.C([Li])CCC.Br[C:26]1[CH:27]=[C:28]2[C:33]3=[C:34]([CH2:36][C:37]([CH3:39])([CH3:38])[N:32]3[CH:31]=[C:30]([C:40]([O:42][CH2:43][CH3:44])=[O:41])[C:29]2=[O:45])[CH:35]=1.[CH2:46]([OH:49])[C:47]#[CH:48]. (2) Given the product [CH3:17][C:16]1[N:18]=[C:19]([CH:21]2[CH2:26][CH2:25][O:24][CH2:23][CH2:22]2)[N:12]2[C:13]=1[CH:14]=[N:15][C:10]([NH:9][C:6]1[CH:7]=[CH:8][C:3]([O:2][CH3:1])=[CH:4][CH:5]=1)=[N:11]2, predict the reactants needed to synthesize it. The reactants are: [CH3:1][O:2][C:3]1[CH:8]=[CH:7][C:6]([NH:9][C:10]2[N:11]=[N:12][C:13]([CH:16]([NH:18][C:19]([CH:21]3[CH2:26][CH2:25][O:24][CH2:23][CH2:22]3)=O)[CH3:17])=[CH:14][N:15]=2)=[CH:5][CH:4]=1.P(Cl)(Cl)(Cl)=O. (3) Given the product [C:1]([O:5][C:6](=[O:14])[NH:7][C:8]([CH3:13])([CH3:12])[CH2:9][CH2:10][NH:15][CH:16]([C:19]1[N:24]([CH2:25][C:26]2[CH:27]=[CH:28][CH:29]=[CH:30][CH:31]=2)[C:23](=[O:32])[C:22]2=[CH:33][CH:34]=[CH:35][N:21]2[N:20]=1)[CH2:17][CH3:18])([CH3:4])([CH3:3])[CH3:2], predict the reactants needed to synthesize it. The reactants are: [C:1]([O:5][C:6](=[O:14])[NH:7][C:8]([CH3:13])([CH3:12])[CH2:9][CH:10]=O)([CH3:4])([CH3:3])[CH3:2].[NH2:15][CH:16]([C:19]1[N:24]([CH2:25][C:26]2[CH:31]=[CH:30][CH:29]=[CH:28][CH:27]=2)[C:23](=[O:32])[C:22]2=[CH:33][CH:34]=[CH:35][N:21]2[N:20]=1)[CH2:17][CH3:18].[BH-](OC(C)=O)(OC(C)=O)OC(C)=O.[Na+]. (4) The reactants are: Br[C:2]1[N:6]([CH2:7][C:8]2[CH:13]=[CH:12][C:11]([O:14][CH3:15])=[CH:10][CH:9]=2)[N:5]=[N:4][N:3]=1.[NH:16]([CH2:18][CH2:19][CH2:20][N:21]([CH3:23])[CH3:22])[NH2:17]. Given the product [CH3:15][O:14][C:11]1[CH:12]=[CH:13][C:8]([CH2:7][N:6]2[C:2]([N:16]([CH2:18][CH2:19][CH2:20][N:21]([CH3:23])[CH3:22])[NH2:17])=[N:3][N:4]=[N:5]2)=[CH:9][CH:10]=1, predict the reactants needed to synthesize it. (5) Given the product [O:1]1[CH:5]=[CH:4][C:3]([C:46]2[CH:54]=[CH:53][CH:52]=[C:51]3[C:47]=2[C:48]2([C:80]4[C:71](=[CH:72][C:73]5[O:78][CH2:77][CH2:76][O:75][C:74]=5[CH:79]=4)[O:70][CH2:69]2)[C:49](=[O:68])[N:50]3[CH3:55])=[CH:2]1, predict the reactants needed to synthesize it. The reactants are: [O:1]1[CH:5]=[CH:4][C:3](B(O)O)=[CH:2]1.N1C2C(=CC=CC=2)C=C(B(O)O)C=1.BrC1C=CC=C2C=1C1(C3=CC4OCOC=4C=C3OC1)C(=O)N2C.Br[C:46]1[CH:54]=[CH:53][CH:52]=[C:51]2[C:47]=1[C:48]1([C:80]3[C:71](=[CH:72][C:73]4[O:78][CH2:77][CH2:76][O:75][C:74]=4[CH:79]=3)[O:70][CH2:69]1)[C:49](=[O:68])[N:50]2[CH:55](C1C=CC=CC=1)C1C=CC=CC=1. (6) Given the product [NH2:51][C:49]1[N:26]=[CH:25][N:24]=[C:23]2[C:50]=1[N:20]([C:36]1[CH:41]=[CH:40][C:39]([O:42][C:43]3[CH:48]=[CH:47][CH:46]=[CH:45][CH:44]=3)=[CH:38][CH:37]=1)[C:21](=[O:35])[N:22]2[C:27]1[CH:28]=[C:29]([N:33]([CH3:34])[C:7](=[O:8])/[CH:6]=[CH:5]/[CH2:4][N:3]([CH3:10])[CH3:2])[CH:30]=[CH:31][CH:32]=1, predict the reactants needed to synthesize it. The reactants are: Cl.[CH3:2][N:3]([CH3:10])[CH2:4]/[CH:5]=[CH:6]/[C:7](O)=[O:8].C(Cl)(C(Cl)=O)=O.NC1[N:26]=[CH:25][N:24]=[C:23]2C=1[N:20]([C:36]1[CH:41]=[CH:40][C:39]([O:42][C:43]3[CH:48]=[CH:47][CH:46]=[CH:45][CH:44]=3)=[CH:38][CH:37]=1)[C:21](=[O:35])[N:22]2[C:27]1[CH:32]=[CH:31][CH:30]=[C:29]([NH:33][CH3:34])[CH:28]=1.[C:49](#[N:51])[CH3:50]. (7) Given the product [N:7]1([CH:12]([CH3:18])[CH2:13][OH:14])[CH:11]=[CH:10][N:9]=[CH:8]1, predict the reactants needed to synthesize it. The reactants are: [H-].[Al+3].[Li+].[H-].[H-].[H-].[N:7]1([CH:12]([CH3:18])[C:13](OCC)=[O:14])[CH:11]=[CH:10][N:9]=[CH:8]1.[OH-].[Na+].